From a dataset of hERG Central: cardiac toxicity at 1µM, 10µM, and general inhibition. Predict hERG channel inhibition at various concentrations. (1) The molecule is CCCCc1cn(C[C@H]2CC[C@@H]([C@@H]3CC[C@H](Cn4cc(CCCC)nn4)O3)O2)nn1. Results: hERG_inhib (hERG inhibition (general)): blocker. (2) The compound is O=c1c2ccccc2nc(SCCN2CCCCC2)n1CCc1ccccc1. Results: hERG_inhib (hERG inhibition (general)): blocker. (3) The molecule is Cc1c(CN(C)C)c2c(n1Cc1ccccc1)C(=O)c1ccccc1-2.Cl. Results: hERG_inhib (hERG inhibition (general)): blocker. (4) The molecule is CC(C)C[C@H]1CN=C(Nc2ccccc2)N1CC1CCCCCC1. Results: hERG_inhib (hERG inhibition (general)): blocker. (5) The molecule is COc1ccc(OC)c(C(c2nnnn2Cc2ccccc2)N2CCN(C3CCCCC3)CC2)c1.Cl. Results: hERG_inhib (hERG inhibition (general)): blocker. (6) The compound is CCn1nc(C(=O)N2CCN(Cc3ccc4c(c3)OCO4)CC2)c2ccccc2c1=O. Results: hERG_inhib (hERG inhibition (general)): blocker.